From a dataset of Full USPTO retrosynthesis dataset with 1.9M reactions from patents (1976-2016). Predict the reactants needed to synthesize the given product. Given the product [CH3:35][O:36][CH2:37][CH2:38][NH:39][C:23](=[O:24])[C:22]1[CH:28]=[CH:29][CH:30]=[C:20]([C:19]2[C:13]3[S:12][C:11]([CH2:10][C:9]4[CH:31]=[CH:32][CH:33]=[C:7]([S:4]([CH3:3])(=[O:5])=[O:6])[CH:8]=4)=[CH:15][C:14]=3[CH:16]=[CH:17][CH:18]=2)[CH:21]=1, predict the reactants needed to synthesize it. The reactants are: [OH-].[Na+].[CH3:3][S:4]([C:7]1[CH:8]=[C:9]([CH:31]=[CH:32][CH:33]=1)[CH2:10][C:11]1[S:12][C:13]2[C:19]([C:20]3[CH:21]=[C:22]([CH:28]=[CH:29][CH:30]=3)[C:23](OCC)=[O:24])=[CH:18][CH:17]=[CH:16][C:14]=2[CH:15]=1)(=[O:6])=[O:5].Cl.[CH3:35][O:36][CH2:37][CH2:38][NH2:39].CCN=C=NCCCN(C)C.C1C=CC2N(O)N=NC=2C=1.